From a dataset of Full USPTO retrosynthesis dataset with 1.9M reactions from patents (1976-2016). Predict the reactants needed to synthesize the given product. (1) Given the product [Br:16][C:17]1[CH:18]=[CH:19][CH:20]=[C:21]2[C:26]=1[N:25]=[C:24]([NH:6][C:3]1([CH3:2])[CH2:5][CH2:4]1)[N:23]=[CH:22]2, predict the reactants needed to synthesize it. The reactants are: Cl.[CH3:2][C:3]1([NH2:6])[CH2:5][CH2:4]1.CCN(C(C)C)C(C)C.[Br:16][C:17]1[CH:18]=[CH:19][CH:20]=[C:21]2[C:26]=1[N:25]=[C:24](Cl)[N:23]=[CH:22]2.CN(C=O)C. (2) Given the product [NH2:9][C:3]1[N:4]=[CH:5][N:6]=[C:7]([O:17][C:13]2[CH:12]=[C:11]([NH:10][C:41](=[O:44])[CH:42]=[CH2:43])[CH:16]=[CH:15][CH:14]=2)[C:2]=1[C:27]1[CH:26]=[N:25][C:24]([O:23][C:22]2[CH:21]=[CH:20][C:19]([F:18])=[CH:40][CH:39]=2)=[CH:29][CH:28]=1, predict the reactants needed to synthesize it. The reactants are: Cl[C:2]1[C:3]([NH2:9])=[N:4][CH:5]=[N:6][C:7]=1Cl.[NH2:10][C:11]1[CH:12]=[C:13]([OH:17])[CH:14]=[CH:15][CH:16]=1.[F:18][C:19]1[CH:40]=[CH:39][C:22]([O:23][C:24]2[CH:29]=[CH:28][C:27](B3OC(C)(C)C(C)(C)O3)=[CH:26][N:25]=2)=[CH:21][CH:20]=1.[C:41](Cl)(=[O:44])[CH:42]=[CH2:43]. (3) The reactants are: [CH3:1][N:2]1[CH:6]=[C:5]([C:7]2[CH:8]=[C:9]([C:13]3[N:18]=[CH:17][C:16]([C:19]4[CH:20]=[N:21][NH:22][CH:23]=4)=[CH:15][N:14]=3)[CH:10]=[CH:11][CH:12]=2)[CH:4]=[N:3]1.[H-].[Na+].Cl[CH2:27][CH2:28][CH2:29][O:30][CH3:31]. Given the product [CH3:31][O:30][CH2:29][CH2:28][CH2:27][N:21]1[CH:20]=[C:19]([C:16]2[CH:17]=[N:18][C:13]([C:9]3[CH:10]=[CH:11][CH:12]=[C:7]([C:5]4[CH:4]=[N:3][N:2]([CH3:1])[CH:6]=4)[CH:8]=3)=[N:14][CH:15]=2)[CH:23]=[N:22]1, predict the reactants needed to synthesize it. (4) Given the product [CH3:1][C:2]1[C:13]([CH3:14])=[CH:12][CH:11]=[CH:10][C:3]=1[O:4][CH2:5][C:6]([NH:15][NH2:16])=[O:7], predict the reactants needed to synthesize it. The reactants are: [CH3:1][C:2]1[C:13]([CH3:14])=[CH:12][CH:11]=[CH:10][C:3]=1[O:4][CH2:5][C:6](OC)=[O:7].[NH2:15][NH2:16]. (5) Given the product [C:1]([C:3]1[C:12]2[C:7](=[CH:8][CH:9]=[C:10]([O:13][C:14]3[CH:19]=[CH:18][CH:17]=[CH:16][CH:15]=3)[CH:11]=2)[C:6]([OH:20])=[C:5]([C:21]([NH:32][C:33]([CH3:41])([CH3:40])[CH2:34][CH2:35][C:36]([O:38][CH3:39])=[O:37])=[O:22])[N:4]=1)#[N:2], predict the reactants needed to synthesize it. The reactants are: [C:1]([C:3]1[C:12]2[C:7](=[CH:8][CH:9]=[C:10]([O:13][C:14]3[CH:19]=[CH:18][CH:17]=[CH:16][CH:15]=3)[CH:11]=2)[C:6]([OH:20])=[C:5]([C:21](O)=[O:22])[N:4]=1)#[N:2].C(N1CCOCC1)C.[NH2:32][C:33]([CH3:41])([CH3:40])[CH2:34][CH2:35][C:36]([O:38][CH3:39])=[O:37].C1CCC(N=C=NC2CCCCC2)CC1.C1C=CC2N(O)N=NC=2C=1.